From a dataset of Forward reaction prediction with 1.9M reactions from USPTO patents (1976-2016). Predict the product of the given reaction. (1) Given the reactants [CH3:1][O:2][C:3]1[CH:4]=[C:5]([C:11]([C:14]2[N:18]([C:19]3[CH:24]=[CH:23][C:22]([F:25])=[CH:21][CH:20]=3)[C:17](=[S:26])[NH:16][CH:15]=2)([CH3:13])[CH3:12])[CH:6]=[CH:7][C:8]=1[O:9][CH3:10].C([O-])([O-])=O.[K+].[K+].[Cl:33][C:34]1[CH:39]=[C:38]([F:40])[CH:37]=[CH:36][C:35]=1[CH2:41]Cl, predict the reaction product. The product is: [Cl:33][C:34]1[CH:39]=[C:38]([F:40])[CH:37]=[CH:36][C:35]=1[CH2:41][S:26][C:17]1[N:18]([C:19]2[CH:20]=[CH:21][C:22]([F:25])=[CH:23][CH:24]=2)[C:14]([C:11]([C:5]2[CH:6]=[CH:7][C:8]([O:9][CH3:10])=[C:3]([O:2][CH3:1])[CH:4]=2)([CH3:13])[CH3:12])=[CH:15][N:16]=1. (2) Given the reactants [CH3:1][O:2][C:3]1[CH:4]=[C:5]2[C:10](=[CH:11][CH:12]=1)[CH:9]=[C:8](B(O)O)[CH:7]=[CH:6]2.Br[C:17]1[CH:18]=[N:19][CH:20]=[C:21]([F:26])[C:22]=1[CH:23]([OH:25])[CH3:24].C(=O)([O-])[O-].[Na+].[Na+].C(Cl)Cl, predict the reaction product. The product is: [F:26][C:21]1[CH:20]=[N:19][CH:18]=[C:17]([C:8]2[CH:7]=[CH:6][C:5]3[C:10](=[CH:11][CH:12]=[C:3]([O:2][CH3:1])[CH:4]=3)[CH:9]=2)[C:22]=1[CH:23]([OH:25])[CH3:24]. (3) Given the reactants [N:1]1[CH:6]=[CH:5][CH:4]=[CH:3][C:2]=1[CH2:7][NH2:8].Br[C:10]1[CH:11]=[C:12]([CH:23]=[CH:24][C:25]=1[Cl:26])[CH2:13][NH:14][C@@H:15]([C:17]1[CH:22]=[CH:21][CH:20]=[CH:19][CH:18]=1)[CH3:16].CC([O-])(C)C.[Na+].C1(P(C2C=CC=CC=2)C2C=CC3C(=CC=CC=3)C=2C2C3C(=CC=CC=3)C=CC=2P(C2C=CC=CC=2)C2C=CC=CC=2)C=CC=CC=1, predict the reaction product. The product is: [Cl:26][C:25]1[CH:10]=[CH:11][C:12]([CH2:13][NH:14][C@@H:15]([C:17]2[CH:18]=[CH:19][CH:20]=[CH:21][CH:22]=2)[CH3:16])=[CH:23][C:24]=1[NH:8][CH2:7][C:2]1[CH:3]=[CH:4][CH:5]=[CH:6][N:1]=1. (4) Given the reactants [N:1]1[C:10]2[C:5](=[CH:6][CH:7]=[CH:8][CH:9]=2)[CH:4]=[CH:3][C:2]=1[CH2:11][O:12][C:13]1[CH:30]=[CH:29][C:16]([O:17][CH2:18][C:19]2[CH:20]=[C:21]([CH:26]=[CH:27][CH:28]=2)[O:22][CH2:23][C:24]#[N:25])=[CH:15][CH:14]=1.[N-:31]=[N+:32]=[N-:33].[Na+].[Cl-].[NH4+], predict the reaction product. The product is: [N:1]1[C:10]2[C:5](=[CH:6][CH:7]=[CH:8][CH:9]=2)[CH:4]=[CH:3][C:2]=1[CH2:11][O:12][C:13]1[CH:30]=[CH:29][C:16]([O:17][CH2:18][C:19]2[CH:20]=[C:21]([CH:26]=[CH:27][CH:28]=2)[O:22][CH2:23][C:24]2[NH:33][N:32]=[N:31][N:25]=2)=[CH:15][CH:14]=1. (5) Given the reactants Cl[C:2]1[C:7]([CH3:8])=[C:6]([Cl:9])[N:5]=[CH:4][C:3]=1[C:10]([N:12]1[CH2:17][CH2:16][CH:15]([C:18]2[CH:23]=[CH:22][C:21]([F:24])=[CH:20][CH:19]=2)[CH2:14][CH2:13]1)=[O:11].[C:25]1([CH:31]([NH2:33])[CH3:32])[CH:30]=[CH:29][CH:28]=[CH:27][CH:26]=1, predict the reaction product. The product is: [Cl:9][C:6]1[N:5]=[CH:4][C:3]([C:10]([N:12]2[CH2:17][CH2:16][CH:15]([C:18]3[CH:23]=[CH:22][C:21]([F:24])=[CH:20][CH:19]=3)[CH2:14][CH2:13]2)=[O:11])=[C:2]([NH:33][CH:31]([C:25]2[CH:30]=[CH:29][CH:28]=[CH:27][CH:26]=2)[CH3:32])[C:7]=1[CH3:8]. (6) Given the reactants [CH2:1]([N:8]1[CH2:13][C:12](=[O:14])[NH:11][C:10]2[CH:15]=[C:16]([CH2:19]O)[CH:17]=[N:18][C:9]1=2)[C:2]1[CH:7]=[CH:6][CH:5]=[CH:4][CH:3]=1.[I-].C(C[P+](C)(C)C)#N.C(N(C(C)C)C(C)C)C.Cl.[Cl:39][C:40]1[CH:45]=[CH:44][C:43]([N:46]2[CH2:51][CH2:50][NH:49][CH2:48][CH2:47]2)=[CH:42][CH:41]=1, predict the reaction product. The product is: [CH2:1]([N:8]1[CH2:13][C:12](=[O:14])[NH:11][C:10]2[CH:15]=[C:16]([CH2:19][N:49]3[CH2:48][CH2:47][N:46]([C:43]4[CH:42]=[CH:41][C:40]([Cl:39])=[CH:45][CH:44]=4)[CH2:51][CH2:50]3)[CH:17]=[N:18][C:9]1=2)[C:2]1[CH:7]=[CH:6][CH:5]=[CH:4][CH:3]=1.